Dataset: Forward reaction prediction with 1.9M reactions from USPTO patents (1976-2016). Task: Predict the product of the given reaction. (1) Given the reactants [N:1]1([CH2:6][C@@H:7]([O:14][C:15]2[CH:24]=[CH:23][C:22]3[C:21](=[O:25])[CH2:20][CH2:19][CH2:18][C:17]=3[C:16]=2[CH2:26][S:27]([C:30]2[CH:38]=[CH:37][C:33]([C:34](O)=[O:35])=[CH:32][CH:31]=2)(=[O:29])=[O:28])[C:8]2[CH:13]=[CH:12][CH:11]=[CH:10][CH:9]=2)[CH:5]=[CH:4][N:3]=[CH:2]1.[NH2:39][CH2:40][CH2:41][OH:42], predict the reaction product. The product is: [OH:42][CH2:41][CH2:40][NH:39][C:34](=[O:35])[C:33]1[CH:32]=[CH:31][C:30]([S:27]([CH2:26][C:16]2[C:17]3[CH2:18][CH2:19][CH2:20][C:21](=[O:25])[C:22]=3[CH:23]=[CH:24][C:15]=2[O:14][C@@H:7]([C:8]2[CH:13]=[CH:12][CH:11]=[CH:10][CH:9]=2)[CH2:6][N:1]2[CH:5]=[CH:4][N:3]=[CH:2]2)(=[O:28])=[O:29])=[CH:38][CH:37]=1. (2) Given the reactants Cl[C:2]1[N:7]=[N:6][C:5]([N:8]([CH3:25])[C:9](=[O:24])[C:10]2[CH:15]=[C:14]([C:16]([F:19])([F:18])[F:17])[CH:13]=[C:12]([S:20]([CH3:23])(=[O:22])=[O:21])[CH:11]=2)=[C:4]([C:26]2[CH:31]=[CH:30][C:29]([F:32])=[CH:28][C:27]=2[O:33][CH3:34])[CH:3]=1.[Cl-].C[Zn+].[CH3:38]N1CCN(C)C1=O.C(=O)(O)[O-].[Na+], predict the reaction product. The product is: [F:32][C:29]1[CH:30]=[CH:31][C:26]([C:4]2[CH:3]=[C:2]([CH3:38])[N:7]=[N:6][C:5]=2[N:8]([CH3:25])[C:9](=[O:24])[C:10]2[CH:15]=[C:14]([C:16]([F:18])([F:17])[F:19])[CH:13]=[C:12]([S:20]([CH3:23])(=[O:21])=[O:22])[CH:11]=2)=[C:27]([O:33][CH3:34])[CH:28]=1. (3) The product is: [Si:33]([O:32][CH2:31][CH2:30][CH2:29][CH2:28][O:27][C:25]1[CH:24]=[C:23]([CH2:40][CH2:41][CH2:42][N:44]2[CH2:49][CH2:48][CH2:47][CH2:46][CH2:45]2)[CH:22]=[C:21]([O:20][CH2:19][CH2:18][CH2:17][CH2:16][O:15][Si:8]([C:11]([CH3:14])([CH3:13])[CH3:12])([CH3:10])[CH3:9])[CH:26]=1)([C:36]([CH3:39])([CH3:38])[CH3:37])([CH3:34])[CH3:35]. Given the reactants C(N(CC)CC)C.[Si:8]([O:15][CH2:16][CH2:17][CH2:18][CH2:19][O:20][C:21]1[CH:22]=[C:23]([CH2:40][CH2:41][CH2:42]O)[CH:24]=[C:25]([O:27][CH2:28][CH2:29][CH2:30][CH2:31][O:32][Si:33]([C:36]([CH3:39])([CH3:38])[CH3:37])([CH3:35])[CH3:34])[CH:26]=1)([C:11]([CH3:14])([CH3:13])[CH3:12])([CH3:10])[CH3:9].[NH:44]1[CH2:49][CH2:48][CH2:47][CH2:46][CH2:45]1, predict the reaction product. (4) The product is: [Br:28][C:25]1[CH:26]=[CH:27][C:22]([C:20]#[C:19][CH2:18][C@H:9]([NH:8][C:6]([O:5][C:1]([CH3:4])([CH3:3])[CH3:2])=[O:7])[C:10]([O:12][CH:13]2[CH2:14][CH2:15][CH2:16][CH2:17]2)=[O:11])=[CH:23][CH:24]=1. Given the reactants [C:1]([O:5][C:6]([NH:8][C@@H:9]([CH2:18][C:19]#[CH:20])[C:10]([O:12][CH:13]1[CH2:17][CH2:16][CH2:15][CH2:14]1)=[O:11])=[O:7])([CH3:4])([CH3:3])[CH3:2].I[C:22]1[CH:27]=[CH:26][C:25]([Br:28])=[CH:24][CH:23]=1.C(NCC)C, predict the reaction product.